From a dataset of Catalyst prediction with 721,799 reactions and 888 catalyst types from USPTO. Predict which catalyst facilitates the given reaction. (1) Reactant: [CH3:1][O:2][CH2:3][CH:4]([O:8]S(C)(=O)=O)[CH2:5][O:6][CH3:7].[C:13]1(O)[CH:18]=[CH:17][CH:16]=[CH:15][CH:14]=1.C(=O)([O-])[O-].[K+].[K+].O. Product: [CH3:1][O:2][CH2:3][CH:4]([CH2:5][O:6][CH3:7])[O:8][C:13]1[CH:18]=[CH:17][CH:16]=[CH:15][CH:14]=1. The catalyst class is: 9. (2) Reactant: [Cl:1][C:2]1[N:3]=[C:4]([C:9]([NH:11][C@H:12]2[CH2:16][CH2:15][N:14]([C:17]3[S:18][C:19]([C:23]([O:25]CC)=[O:24])=[C:20]([CH3:22])[N:21]=3)[CH2:13]2)=[O:10])[NH:5][C:6]=1[CH2:7][CH3:8].[OH-].[Li+].O. Product: [Cl:1][C:2]1[N:3]=[C:4]([C:9]([NH:11][C@H:12]2[CH2:16][CH2:15][N:14]([C:17]3[S:18][C:19]([C:23]([OH:25])=[O:24])=[C:20]([CH3:22])[N:21]=3)[CH2:13]2)=[O:10])[NH:5][C:6]=1[CH2:7][CH3:8]. The catalyst class is: 5. (3) Reactant: [CH2:1]([N:8]1[CH2:17][CH2:16][C:15]2[NH:14][C:13](=O)[CH2:12][CH2:11][C:10]=2[CH2:9]1)[C:2]1[CH:7]=[CH:6][CH:5]=[CH:4][CH:3]=1.C1(Cl)C(=O)C([Cl:27])=C(Cl)C(=O)C=1Cl.P(Cl)(Cl)(Cl)=O. Product: [CH2:1]([N:8]1[CH2:17][CH2:16][C:15]2[N:14]=[C:13]([Cl:27])[CH:12]=[CH:11][C:10]=2[CH2:9]1)[C:2]1[CH:7]=[CH:6][CH:5]=[CH:4][CH:3]=1. The catalyst class is: 11. (4) Reactant: [C:1]([O:5][C:6]([N:8]1[CH2:13][CH2:12][C@H:11]([O:14][C:15]2[CH:16]=[C:17]3[C:22](=[CH:23][C:24]=2[O:25][CH3:26])[N:21]=[CH:20][N:19]=[C:18]3[NH:27][C:28]2[CH:33]=[CH:32][CH:31]=[C:30]([Cl:34])[C:29]=2[F:35])[CH2:10][C@H:9]1[C:36]([OH:38])=O)=[O:7])([CH3:4])([CH3:3])[CH3:2].C[N:40]1CCOCC1.N. Product: [NH2:40][C:36]([C@@H:9]1[CH2:10][C@@H:11]([O:14][C:15]2[CH:16]=[C:17]3[C:22](=[CH:23][C:24]=2[O:25][CH3:26])[N:21]=[CH:20][N:19]=[C:18]3[NH:27][C:28]2[CH:33]=[CH:32][CH:31]=[C:30]([Cl:34])[C:29]=2[F:35])[CH2:12][CH2:13][N:8]1[C:6]([O:5][C:1]([CH3:3])([CH3:4])[CH3:2])=[O:7])=[O:38]. The catalyst class is: 76. (5) Reactant: [NH2:1][C:2]1[CH:11]=[C:10]2[C:5]([CH2:6][CH2:7][CH:8]([C:12]([O:14][CH3:15])=[O:13])[CH2:9]2)=[CH:4][CH:3]=1.Cl.Br[C:18]1[CH:23]=[CH:22][N:21]=[CH:20][CH:19]=1.Cl. Product: [N:21]1[CH:22]=[CH:23][C:18]([NH:1][C:2]2[CH:11]=[C:10]3[C:5]([CH2:6][CH2:7][CH:8]([C:12]([O:14][CH3:15])=[O:13])[CH2:9]3)=[CH:4][CH:3]=2)=[CH:19][CH:20]=1. The catalyst class is: 5. (6) Reactant: [Cl:1][C:2]1[CH:9]=[CH:8][C:5]([CH:6]=O)=[CH:4][C:3]=1[F:10].C([O-])(=O)C.[NH4+].[N+:16]([CH3:19])([O-:18])=[O:17].O. Product: [Cl:1][C:2]1[CH:9]=[CH:8][C:5]([CH:6]=[CH:19][N+:16]([O-:18])=[O:17])=[CH:4][C:3]=1[F:10]. The catalyst class is: 15. (7) Reactant: [H-].[Na+].[O:3]1[CH2:7][CH2:6][CH:5]([OH:8])[CH2:4]1.[Cl:9][C:10]1[N:11]=[C:12](Cl)[C:13]2[C:18]([C:19]3[CH:28]=[CH:27][C:22]4[N:23]=[C:24]([CH3:26])[O:25][C:21]=4[CH:20]=3)=[CH:17][N:16]([CH2:29][O:30][CH2:31][CH2:32][Si:33]([CH3:36])([CH3:35])[CH3:34])[C:14]=2[N:15]=1. The catalyst class is: 1. Product: [Cl:9][C:10]1[N:11]=[C:12]([O:8][CH:5]2[CH2:6][CH2:7][O:3][CH2:4]2)[C:13]2[C:18]([C:19]3[CH:28]=[CH:27][C:22]4[N:23]=[C:24]([CH3:26])[O:25][C:21]=4[CH:20]=3)=[CH:17][N:16]([CH2:29][O:30][CH2:31][CH2:32][Si:33]([CH3:34])([CH3:36])[CH3:35])[C:14]=2[N:15]=1.